Dataset: Full USPTO retrosynthesis dataset with 1.9M reactions from patents (1976-2016). Task: Predict the reactants needed to synthesize the given product. (1) The reactants are: C(O[C:4](=[O:15])[C:5](=[CH:11]OCC)[C:6]([O:8][CH2:9][CH3:10])=[O:7])C.[NH2:16][C:17]1[CH:22]=[CH:21][CH:20]=[CH:19][CH:18]=1. Given the product [CH2:9]([O:8][C:6]([C:5]1[C:4](=[O:15])[C:22]2[C:17](=[CH:18][CH:19]=[CH:20][CH:21]=2)[NH:16][CH:11]=1)=[O:7])[CH3:10], predict the reactants needed to synthesize it. (2) Given the product [Cl:27][C:28]1[CH:29]=[C:30]([CH:31]=[C:32]([Cl:34])[CH:33]=1)[O:35][C:2]1[N:7]=[CH:6][C:5]([C:8]2[CH:20]=[CH:19][C:11]([C:12]([NH:14][S:15]([CH3:18])(=[O:16])=[O:17])=[O:13])=[CH:10][C:9]=2[O:21][CH3:22])=[CH:4][C:3]=1[C:23]([F:26])([F:25])[F:24], predict the reactants needed to synthesize it. The reactants are: Cl[C:2]1[N:7]=[CH:6][C:5]([C:8]2[CH:20]=[CH:19][C:11]([C:12]([NH:14][S:15]([CH3:18])(=[O:17])=[O:16])=[O:13])=[CH:10][C:9]=2[O:21][CH3:22])=[CH:4][C:3]=1[C:23]([F:26])([F:25])[F:24].[Cl:27][C:28]1[CH:29]=[C:30]([OH:35])[CH:31]=[C:32]([Cl:34])[CH:33]=1.C([O-])([O-])=O.[Cs+].[Cs+]. (3) The reactants are: [CH3:1][O:2][C:3]1[CH:8]=[CH:7][C:6]([C:9]2[CH:17]=[CH:16][CH:15]=[C:14]3[C:10]=2[CH2:11][C:12](=[O:18])[NH:13]3)=[CH:5][CH:4]=1.[CH3:19][C@H:20]1[NH:25][C@@H:24]([CH3:26])[CH2:23][N:22]([C:27]([C:29]2[C:30]([CH3:37])=[C:31]([CH:35]=O)[NH:32][C:33]=2[CH3:34])=[O:28])[CH2:21]1. Given the product [CH3:19][C@H:20]1[NH:25][C@@H:24]([CH3:26])[CH2:23][N:22]([C:27]([C:29]2[C:30]([CH3:37])=[C:31]([CH:35]=[C:11]3[C:10]4[C:14](=[CH:15][CH:16]=[CH:17][C:9]=4[C:6]4[CH:7]=[CH:8][C:3]([O:2][CH3:1])=[CH:4][CH:5]=4)[NH:13][C:12]3=[O:18])[NH:32][C:33]=2[CH3:34])=[O:28])[CH2:21]1, predict the reactants needed to synthesize it. (4) Given the product [I-:18].[CH2:1]([N+:8]1[CH:9]([C:14]([O:16][CH3:17])=[O:15])[CH2:10][CH2:11][C:12]=1[S:13][CH3:19])[C:2]1[CH:3]=[CH:4][CH:5]=[CH:6][CH:7]=1, predict the reactants needed to synthesize it. The reactants are: [CH2:1]([N:8]1[C:12](=[S:13])[CH2:11][CH2:10][CH:9]1[C:14]([O:16][CH3:17])=[O:15])[C:2]1[CH:7]=[CH:6][CH:5]=[CH:4][CH:3]=1.[I:18][CH3:19]. (5) Given the product [CH3:1][O:2][C:3]1[CH:8]=[CH:7][C:6]([C:13]2[N:18]=[C:17]([NH2:19])[N:16]=[C:15]([NH:20][CH3:21])[CH:14]=2)=[CH:5][CH:4]=1, predict the reactants needed to synthesize it. The reactants are: [CH3:1][O:2][C:3]1[CH:8]=[CH:7][C:6](B(O)O)=[CH:5][CH:4]=1.Cl[C:13]1[N:18]=[C:17]([NH2:19])[N:16]=[C:15]([NH:20][CH3:21])[CH:14]=1.